This data is from Full USPTO retrosynthesis dataset with 1.9M reactions from patents (1976-2016). The task is: Predict the reactants needed to synthesize the given product. The reactants are: [NH2:1][CH2:2][C:3]1[CH:4]=[CH:5][C:6]([N:10]2[CH2:14][CH2:13][C:12]([C:19]3[CH:24]=[C:23]([C:25]([F:28])([F:27])[F:26])[CH:22]=[C:21]([C:29]([F:32])([F:31])[F:30])[CH:20]=3)([C:15]([F:18])([F:17])[F:16])[CH:11]2[OH:33])=[N:7][C:8]=1[Br:9].[F:34][C:35]([F:41])([F:40])[CH2:36][C:37](O)=[O:38].Cl.C(N=C=NCCCN(C)C)C. Given the product [F:28][C:25]([F:26])([F:27])[C:23]1[CH:24]=[C:19]([C:12]2([C:15]([F:17])([F:18])[F:16])[CH2:13][CH2:14][N:10]([C:6]3[N:7]=[C:8]([Br:9])[C:3]([CH2:2][NH:1][C:37](=[O:38])[CH2:36][C:35]([F:41])([F:40])[F:34])=[CH:4][CH:5]=3)[CH:11]2[OH:33])[CH:20]=[C:21]([C:29]([F:32])([F:31])[F:30])[CH:22]=1, predict the reactants needed to synthesize it.